Dataset: Reaction yield outcomes from USPTO patents with 853,638 reactions. Task: Predict the reaction yield, written as a fraction of the theoretical maximum amount of product (1.0 means a 100% yield; for example, 0.34 means a 34% yield). (1) The reactants are [CH2:1]([O:3][C:4]([C:6]1[C:7]([CH:16]([CH3:18])[CH3:17])=[C:8]2[N:13]([CH:14]=1)[N:12]=[CH:11][NH:10][C:9]2=[O:15])=O)[CH3:2].O.[NH2:20][NH2:21].C(Cl)(=O)C. The catalyst is O. The product is [CH:16]([C:7]1[C:6]([C:4]2[O:3][C:1]([CH3:2])=[N:20][N:21]=2)=[CH:14][N:13]2[C:8]=1[C:9](=[O:15])[NH:10][CH:11]=[N:12]2)([CH3:18])[CH3:17]. The yield is 0.350. (2) The yield is 0.860. The reactants are [F:1][CH:2]([F:44])[C:3]1[N:7]([C:8]2[N:13]=[C:12]([N:14]3[CH2:19][CH2:18][N:17]([S:20]([CH3:23])(=[O:22])=[O:21])[CH2:16][CH2:15]3)[N:11]=[C:10]([N:24]3[CH2:29][CH2:28][O:27][CH2:26][CH2:25]3)[N:9]=2)[C:6]2[CH:30]=[C:31]([NH:36]C(=O)OC(C)(C)C)[CH:32]=[C:33]([O:34][CH3:35])[C:5]=2[N:4]=1.C(O)(C(F)(F)F)=O.N. The product is [F:44][CH:2]([F:1])[C:3]1[N:7]([C:8]2[N:13]=[C:12]([N:14]3[CH2:15][CH2:16][N:17]([S:20]([CH3:23])(=[O:21])=[O:22])[CH2:18][CH2:19]3)[N:11]=[C:10]([N:24]3[CH2:29][CH2:28][O:27][CH2:26][CH2:25]3)[N:9]=2)[C:6]2[CH:30]=[C:31]([NH2:36])[CH:32]=[C:33]([O:34][CH3:35])[C:5]=2[N:4]=1. The catalyst is C(Cl)Cl.O.